From a dataset of Full USPTO retrosynthesis dataset with 1.9M reactions from patents (1976-2016). Predict the reactants needed to synthesize the given product. (1) Given the product [C:1]([C:5]1[CH:6]=[CH:7][C:8]2[O:12][C:11]([CH2:13][CH2:14][NH2:15])=[N:10][C:9]=2[CH:26]=1)([CH3:4])([CH3:2])[CH3:3], predict the reactants needed to synthesize it. The reactants are: [C:1]([C:5]1[CH:6]=[CH:7][C:8]2[O:12][C:11]([CH2:13][CH2:14][N:15]3C(=O)C4C(=CC=CC=4)C3=O)=[N:10][C:9]=2[CH:26]=1)([CH3:4])([CH3:3])[CH3:2].O.NN. (2) Given the product [CH2:22]([C:19]1[CH:20]=[CH:21][C:16]([C:8]2[C:7]([CH2:6][O:5][C:25]3[CH:26]=[C:27]4[C:31](=[CH:32][CH:33]=3)[CH:30]([CH2:34][C:35]([O:37][CH2:38][CH3:39])=[O:36])[CH2:29][CH2:28]4)=[C:11]([C:12]([F:15])([F:14])[F:13])[S:10][N:9]=2)=[CH:17][CH:18]=1)[CH3:23], predict the reactants needed to synthesize it. The reactants are: CS([O:5][CH2:6][C:7]1[C:8]([C:16]2[CH:21]=[CH:20][C:19]([CH2:22][CH3:23])=[CH:18][CH:17]=2)=[N:9][S:10][C:11]=1[C:12]([F:15])([F:14])[F:13])(=O)=O.O[C:25]1[CH:26]=[C:27]2[C:31](=[CH:32][CH:33]=1)[CH:30]([CH2:34][C:35]([O:37][CH2:38][CH3:39])=[O:36])[CH2:29][CH2:28]2.C(=O)([O-])[O-].[K+].[K+].CN(C)C=O. (3) Given the product [Cl:14][C:13]1[C:3]2[CH2:2][N:27]([CH2:26][C:23]3[CH:22]=[C:21]([CH3:28])[C:20]([O:19][CH2:18][CH:17]([F:29])[F:16])=[CH:25][N:24]=3)[C:5](=[O:7])[C:4]=2[CH:10]=[CH:11][N:12]=1, predict the reactants needed to synthesize it. The reactants are: Br[CH2:2][C:3]1[C:13]([Cl:14])=[N:12][CH:11]=[CH:10][C:4]=1[C:5]([O:7]CC)=O.Cl.[F:16][CH:17]([F:29])[CH2:18][O:19][C:20]1[C:21]([CH3:28])=[CH:22][C:23]([CH2:26][NH2:27])=[N:24][CH:25]=1. (4) Given the product [ClH:20].[NH2:9][CH2:10][C:11](=[O:17])[CH2:12][CH2:13][C:14]([O:7][CH:1]1[CH2:6][CH2:5][CH2:4][CH2:3][CH2:2]1)=[O:15], predict the reactants needed to synthesize it. The reactants are: [CH:1]1([OH:7])[CH2:6][CH2:5][CH2:4][CH2:3][CH2:2]1.Cl.[NH2:9][CH2:10][C:11](=[O:17])[CH2:12][CH2:13][C:14](O)=[O:15].S(Cl)([Cl:20])=O. (5) Given the product [CH3:20][N:18]1[CH:19]=[C:15]([N:14]2[C:5]3[C:4]4[CH:3]=[C:2]([C:32]5[CH:33]=[C:34]([C:38]6([C:42]#[N:43])[CH2:41][CH2:40][CH2:39]6)[CH:35]=[N:36][CH:37]=5)[CH:11]=[CH:10][C:9]=4[N:8]=[CH:7][C:6]=3[N:12]([CH3:23])[C:13]2=[O:22])[C:16]([CH3:21])=[N:17]1, predict the reactants needed to synthesize it. The reactants are: Br[C:2]1[CH:11]=[CH:10][C:9]2[N:8]=[CH:7][C:6]3[N:12]([CH3:23])[C:13](=[O:22])[N:14]([C:15]4[C:16]([CH3:21])=[N:17][N:18]([CH3:20])[CH:19]=4)[C:5]=3[C:4]=2[CH:3]=1.CC1(C)C(C)(C)OB([C:32]2[CH:33]=[C:34]([C:38]3([C:42]#[N:43])[CH2:41][CH2:40][CH2:39]3)[CH:35]=[N:36][CH:37]=2)O1. (6) Given the product [CH2:3]([C@H:7]1[CH2:11][CH2:10][N:9]([C@@H:12]([CH2:17][CH:18]=[CH2:19])[C:13]([OH:15])=[O:14])[C:8]1=[O:20])[CH2:4][CH2:5][CH3:6], predict the reactants needed to synthesize it. The reactants are: [Li+].[OH-].[CH2:3]([C@H:7]1[CH2:11][CH2:10][N:9]([C@@H:12]([CH2:17][CH:18]=[CH2:19])[C:13]([O:15]C)=[O:14])[C:8]1=[O:20])[CH2:4][CH2:5][CH3:6]. (7) Given the product [N:20]1([C:17]2[CH:18]=[CH:19][C:14]3[S:13](=[O:27])(=[O:26])[CH2:12][CH2:11][NH:10][C:15]=3[CH:16]=2)[CH2:21][CH2:22][O:23][CH2:24][CH2:25]1, predict the reactants needed to synthesize it. The reactants are: C(=O)([O-])[O-].[Na+].[Na+].C([N:10]1[C:15]2[CH:16]=[C:17]([N:20]3[CH2:25][CH2:24][O:23][CH2:22][CH2:21]3)[CH:18]=[CH:19][C:14]=2[S:13](=[O:27])(=[O:26])[CH2:12][CH2:11]1)(=O)C.[OH-].[K+]. (8) Given the product [CH3:1][O:3][C:4]([C:6]1[O:7][C:8]2[C:13]([CH2:14][C:15]=1[CH2:16][NH:27][C@H:22]([C:21]([O:20][CH3:19])=[O:28])[CH2:23][CH:24]([CH3:26])[CH3:25])=[C:12]([Cl:18])[CH:11]=[CH:10][CH:9]=2)=[O:5], predict the reactants needed to synthesize it. The reactants are: [CH2:1]([O:3][C:4]([CH:6]1[C:15]([CH:16]=O)=[CH:14][C:13]2[C:8](=[CH:9][CH:10]=[CH:11][C:12]=2[Cl:18])[O:7]1)=[O:5])C.[CH3:19][O:20][C:21](=[O:28])[C@@H:22]([NH2:27])[CH2:23][CH:24]([CH3:26])[CH3:25].CCN(C(C)C)C(C)C.C([BH3-])#N.[Na+].C(O)(=O)C. (9) Given the product [CH3:1][O:2][C:3]([C:5]1[CH:31]=[CH:30][C:8]2[N:9]=[C:10]([NH:12][CH:13]3[CH2:18][CH2:17][N:16]([CH2:19][C:20]4[CH:25]=[CH:24][C:23]([CH3:32])=[C:22]([O:27][CH2:28][CH3:29])[CH:21]=4)[CH2:15][CH2:14]3)[O:11][C:7]=2[CH:6]=1)=[O:4], predict the reactants needed to synthesize it. The reactants are: [CH3:1][O:2][C:3]([C:5]1[CH:31]=[CH:30][C:8]2[N:9]=[C:10]([NH:12][CH:13]3[CH2:18][CH2:17][N:16]([CH2:19][C:20]4[CH:25]=[CH:24][C:23](O)=[C:22]([O:27][CH2:28][CH3:29])[CH:21]=4)[CH2:15][CH2:14]3)[O:11][C:7]=2[CH:6]=1)=[O:4].[CH2:32](OC1C=C(C=CC=1C)C=O)C.OC1C=C(C=CC=1C)C=O.C(I)C.C([O-])([O-])=O.[K+].[K+].C([BH3-])#N.[Na+].C(N(C(C)C)C(C)C)C. (10) Given the product [OH:34]/[CH:33]=[C:21]1\[C:12](=[O:11])[CH:13]=[C:14]2[C@:19]([C:22]([O:24][CH3:25])=[O:23])([CH2:20]\1)[CH2:18][N:17]([C:26]([O:28][C:29]([CH3:32])([CH3:31])[CH3:30])=[O:27])[CH2:16][CH2:15]2, predict the reactants needed to synthesize it. The reactants are: C[Si](C)(C)[N-][Si](C)(C)C.[Li+].[O:11]=[C:12]1[CH2:21][CH2:20][C@@:19]2([C:22]([O:24][CH3:25])=[O:23])[C:14]([CH2:15][CH2:16][N:17]([C:26]([O:28][C:29]([CH3:32])([CH3:31])[CH3:30])=[O:27])[CH2:18]2)=[CH:13]1.[CH:33](OCC(F)(F)F)=[O:34].Cl.